Dataset: Reaction yield outcomes from USPTO patents with 853,638 reactions. Task: Predict the reaction yield, written as a fraction of the theoretical maximum amount of product (1.0 means a 100% yield; for example, 0.34 means a 34% yield). The reactants are [CH2:1]([O:8][C:9]1[CH:10]=[C:11]2[C:15](=[CH:16][CH:17]=1)[NH:14][CH:13]=[CH:12]2)[C:2]1[CH:7]=[CH:6][CH:5]=[CH:4][CH:3]=1.[H-].[Na+].[CH3:20]I. The catalyst is CN(C=O)C.O. The product is [CH2:1]([O:8][C:9]1[CH:10]=[C:11]2[C:15](=[CH:16][CH:17]=1)[N:14]([CH3:20])[CH:13]=[CH:12]2)[C:2]1[CH:3]=[CH:4][CH:5]=[CH:6][CH:7]=1. The yield is 0.830.